This data is from Experimentally validated miRNA-target interactions with 360,000+ pairs, plus equal number of negative samples. The task is: Binary Classification. Given a miRNA mature sequence and a target amino acid sequence, predict their likelihood of interaction. (1) The miRNA is hsa-miR-155-3p with sequence CUCCUACAUAUUAGCAUUAACA. The protein sequence of the target gene is MRRCRWAALALGLLRLCLAQANFAPHFFDNGVGSTNGNMALFSLPEDTPVGSHVYTLNGTDPEGDPISYHISFDPSTRSVFSVDPTFGNITLVEELDREREDEIEAIISISDGLNLVAEKVVILVTDANDEAPRFIQEPYVALVPEDIPAGSIIFKVHAVDRDTGSGGSVTYFLQNLHSPFAVDRHSGVLRLQAGATLDYERSRTHYITVVAKDGGGRLHGADVVFSATTTVTVNVEDVQDMAPVFVGTPYYGYVYEDTLPGSEVLKVVAMDGDRGKPNRILYSLVNGNDGAFEINETSG.... Result: 1 (interaction). (2) The miRNA is hsa-miR-1285-5p with sequence GAUCUCACUUUGUUGCCCAGG. The protein sequence of the target gene is MGDPGSEIIESVPPAGPEASESTTDENEDDIQFVSEGPLRPVLEYIDLVSSDDEEPSTSYTDENIKRKDHIDYQKDKVALTLARLARHVEVEKQQKEEKNRAFREKIDFQHAHGLQELEFIRGHSDTEAARLCVDQWLKMPGLKTGTINCGTKSSFRRGGHTWVSGKPILCPIMHCNKEFDNGHLLLGHLKRFDHSPCDPTITLHGPFFSSFACVVCYKKFVTQQQYRDHLFDKEATDDGHNNNLLPQIIQCFACPNCFLLFSRKEECSKHMSGKNHFHQSFKLGDNKGIAHPISFPSFA.... Result: 1 (interaction). (3) The miRNA is mmu-miR-3552 with sequence AGGCUGCAGGCCCACUUCCCU. The protein sequence of the target gene is MLNNLLLFSLQISLIGTTLGGNVLIWPMEGSHWLNVKIIIDELIKKEHNVTVLVASGALFITPTSNPSLTFEIYRVPFGKERIEGVIKDFVLTWLENRPSPSTIWRFYQEMAKVIKDFHMVSQEICDGVLKNQQLMAKLKKSKFEVLVSDPVFPCGDIVALKLGIPFMYSLRFSPASTVEKHCGKVPYPPSYVPAVLSELTDQMSFTDRIRNFISYHLQDYMFETLWKSWDSYYSKALGRPTTLCETMGKAEIWLIRTYWDFEFPRPYLPNFEFVGGLHCKPAKPLPKEMEEFIQSSGKN.... Result: 0 (no interaction). (4) The miRNA is mmu-miR-374b-5p with sequence AUAUAAUACAACCUGCUAAGUG. The protein sequence of the target gene is MPKRRDILAIVLIVLPWTLLITVWHQSSLAPLLAVHKDEGSDPRHEAPPGADPREYCMSDRDIVEVVRTEYVYTRPPPWSDTLPTIHVVTPTYSRPVQKAELTRMANTLLHVPNLHWLVVEDAPRRTPLTARLLRDTGLNYTHLHVETPRNYKLRGDARDPRIPRGTMQRNLALRWLRETFPRNSTQPGVVYFADDDNTYSLELFEEMRSTRRVSVWPVAFVGGLRYEAPRVNGAGKVVGWKTVFDPHRPFAIDMAGFAVNLRLILQRSQAYFKLRGVKGGYQESSLLRELVTLNDLEPK.... Result: 1 (interaction).